This data is from Catalyst prediction with 721,799 reactions and 888 catalyst types from USPTO. The task is: Predict which catalyst facilitates the given reaction. (1) Reactant: [H-].[Na+].[Br:3][C:4]1[CH:12]=[C:11]2[C:7]([CH2:8][C:9](=[O:13])[NH:10]2)=[CH:6][CH:5]=1.[Cl:14][C:15]1[C:24]2[C:19](=[CH:20][CH:21]=[CH:22][CH:23]=2)[N:18]=[CH:17][N:16]=1. Product: [ClH:14].[Br:3][C:4]1[CH:12]=[C:11]2[C:7]([CH:8]([C:15]3[C:24]4[C:19](=[CH:20][CH:21]=[CH:22][CH:23]=4)[N:18]=[CH:17][N:16]=3)[C:9](=[O:13])[NH:10]2)=[CH:6][CH:5]=1. The catalyst class is: 9. (2) Reactant: [H-].[Na+].[C:3]([CH2:5][C:6]1[CH:23]=[CH:22][C:9]2[CH2:10][CH2:11][N:12]([C:15]([O:17][C:18]([CH3:21])([CH3:20])[CH3:19])=[O:16])[CH2:13][CH2:14][C:8]=2[CH:7]=1)#[N:4].Br[C:25]1[CH:30]=[CH:29][C:28]([Br:31])=[CH:27][N:26]=1. Product: [Br:31][C:28]1[CH:29]=[CH:30][C:25]([CH:5]([C:3]#[N:4])[C:6]2[CH:23]=[CH:22][C:9]3[CH2:10][CH2:11][N:12]([C:15]([O:17][C:18]([CH3:21])([CH3:19])[CH3:20])=[O:16])[CH2:13][CH2:14][C:8]=3[CH:7]=2)=[N:26][CH:27]=1. The catalyst class is: 9. (3) Reactant: [F:1][C:2]([F:16])([F:15])[C@H:3]([O:13][CH3:14])[CH2:4][O:5]CC1C=CC=CC=1. Product: [F:1][C:2]([F:16])([F:15])[C@H:3]([O:13][CH3:14])[CH2:4][OH:5]. The catalyst class is: 105. (4) Reactant: [Br:1]C1C=CC2OCC(=O)NC=2N=1.[H-].[Na+].CS(OCCN1CCC([NH:28][C:29]([O:31][C:32](C)(C)C)=O)CC1)(=O)=O.COC1C=[C:46]2[C:41](C=C[C:44](=[O:64])[N:45]2[CH2:48][CH2:49][N:50]2[CH2:55][CH2:54][CH:53]([NH:56][C:57](=[O:63])[O:58][C:59]([CH3:62])([CH3:61])[CH3:60])[CH2:52][CH2:51]2)=[CH:40][CH:39]=1. Product: [Br:1][C:40]1[CH:39]=[N:28][C:29]2[O:31][CH2:32][C:44](=[O:64])[N:45]([CH2:48][CH2:49][N:50]3[CH2:55][CH2:54][CH:53]([NH:56][C:57](=[O:63])[O:58][C:59]([CH3:60])([CH3:61])[CH3:62])[CH2:52][CH2:51]3)[C:46]=2[CH:41]=1. The catalyst class is: 138. (5) Product: [F:1][C:2]1[CH:7]=[CH:6][C:5]([C:8]2[O:9][C:10]3[CH:20]=[C:19]([N:21]([CH3:26])[S:22]([CH3:25])(=[O:23])=[O:24])[C:18]([CH:27]4[CH2:31][N:30]([CH3:36])[C@H:29]([C:32]([O:34][CH3:35])=[O:33])[CH2:28]4)=[CH:17][C:11]=3[C:12]=2[C:13](=[O:16])[NH:14][CH3:15])=[CH:4][CH:3]=1. Reactant: [F:1][C:2]1[CH:7]=[CH:6][C:5]([C:8]2[O:9][C:10]3[CH:20]=[C:19]([N:21]([CH3:26])[S:22]([CH3:25])(=[O:24])=[O:23])[C:18]([CH:27]4[CH2:31][NH:30][C@H:29]([C:32]([O:34][CH3:35])=[O:33])[CH2:28]4)=[CH:17][C:11]=3[C:12]=2[C:13](=[O:16])[NH:14][CH3:15])=[CH:4][CH:3]=1.[CH3:36]C(O[Na])=O.C=O.[BH-](OC(C)=O)(OC(C)=O)OC(C)=O.[Na+]. The catalyst class is: 24. (6) Reactant: [F:1][CH:2]([F:15])[O:3][C:4]1[N:8]([CH3:9])[N:7]=[C:6]([C:10]([F:13])([F:12])[F:11])[C:5]=1[CH3:14].C(=O)([O-])O.[Na+].[Cl:21]Cl. Product: [Cl:21][CH2:14][C:5]1[C:6]([C:10]([F:13])([F:12])[F:11])=[N:7][N:8]([CH3:9])[C:4]=1[O:3][CH:2]([F:1])[F:15]. The catalyst class is: 53. (7) Reactant: [CH2:1]([N:8]1[CH2:13][CH2:12][CH2:11][C:10]([C:15]2[CH:20]=[CH:19][C:18]([O:21][CH3:22])=[CH:17][CH:16]=2)(O)[CH2:9]1)[C:2]1[CH:7]=[CH:6][CH:5]=[CH:4][CH:3]=1.Cl. Product: [CH2:1]([N:8]1[CH2:9][C:10]([C:15]2[CH:16]=[CH:17][C:18]([O:21][CH3:22])=[CH:19][CH:20]=2)=[CH:11][CH2:12][CH2:13]1)[C:2]1[CH:3]=[CH:4][CH:5]=[CH:6][CH:7]=1. The catalyst class is: 12. (8) Reactant: [Cl:1][CH2:2][CH2:3][CH2:4][O:5][C:6]1[CH:7]=[CH:8][CH:9]=[C:10]2[C:14]=1[NH:13][N:12]=[C:11]2[S:15]([C:18]1[C:27]2[C:22](=[CH:23][CH:24]=[CH:25][CH:26]=2)[CH:21]=[CH:20][CH:19]=1)(=[O:17])=[O:16].[Cl:28][C:29]1[CH:30]=[C:31]([CH:34]=[CH:35][CH:36]=1)[CH2:32]Br.C(=O)([O-])[O-].[Cs+].[Cs+]. Product: [Cl:28][C:29]1[CH:30]=[C:31]([CH:34]=[CH:35][CH:36]=1)[CH2:32][N:13]1[C:14]2[C:10](=[CH:9][CH:8]=[CH:7][C:6]=2[O:5][CH2:4][CH2:3][CH2:2][Cl:1])[C:11]([S:15]([C:18]2[C:27]3[C:22](=[CH:23][CH:24]=[CH:25][CH:26]=3)[CH:21]=[CH:20][CH:19]=2)(=[O:16])=[O:17])=[N:12]1. The catalyst class is: 18. (9) Product: [CH2:13]([NH:12][C:10]([NH:9][C:6]1[CH:5]=[CH:4][C:3]([CH2:2][NH:1][C:21]2[N:26]=[CH:25][CH:24]=[CH:23][N:22]=2)=[CH:8][CH:7]=1)=[O:11])[C:14]1[CH:15]=[CH:16][CH:17]=[CH:18][CH:19]=1. Reactant: [NH2:1][CH2:2][C:3]1[CH:8]=[CH:7][C:6]([NH:9][C:10]([NH:12][CH2:13][C:14]2[CH:19]=[CH:18][CH:17]=[CH:16][CH:15]=2)=[O:11])=[CH:5][CH:4]=1.Cl[C:21]1[N:26]=[CH:25][CH:24]=[CH:23][N:22]=1.C(N(CC)CC)C. The catalyst class is: 634.